From a dataset of Forward reaction prediction with 1.9M reactions from USPTO patents (1976-2016). Predict the product of the given reaction. (1) Given the reactants C(NC(C)C)(C)C.C([Li])CCC.[C:13]([O:16][CH3:17])(=[O:15])[CH3:14].[CH3:18]/[C:19](=[N:22]/[S:23]([C:25]([CH3:28])([CH3:27])[CH3:26])=[O:24])/[CH2:20][CH3:21], predict the reaction product. The product is: [CH3:27][C:25]([CH3:28])([S:23]([NH:22][C:19]([CH3:18])([CH2:20][CH3:21])[CH2:14][C:13]([O:16][CH3:17])=[O:15])=[O:24])[CH3:26]. (2) Given the reactants [Cl:1][C:2]1[CH:3]=[C:4]([C@@H:12]([CH2:22][CH:23]2[CH2:27][CH2:26][CH2:25][CH2:24]2)[C:13]([NH:15][C:16]2[CH:20]=[CH:19][N:18]([CH3:21])[N:17]=2)=[O:14])[CH:5]=[CH:6][C:7]=1[S:8]([CH3:11])(=[O:10])=[O:9].[C:28](Cl)(=O)C(Cl)=O.N1C(C)=CC=CC=1C.C(N1C=CC(N)=N1)C, predict the reaction product. The product is: [Cl:1][C:2]1[CH:3]=[C:4]([C@@H:12]([CH2:22][CH:23]2[CH2:24][CH2:25][CH2:26][CH2:27]2)[C:13]([NH:15][C:16]2[CH:20]=[CH:19][N:18]([CH2:21][CH3:28])[N:17]=2)=[O:14])[CH:5]=[CH:6][C:7]=1[S:8]([CH3:11])(=[O:10])=[O:9]. (3) The product is: [NH2:14][C:11]1[CH:12]=[CH:13][C:8]([N:7]2[CH2:6][CH2:5][NH:4][C:3](=[O:21])[CH:2]2[CH3:1])=[CH:9][C:10]=1[C:17]([F:20])([F:19])[F:18]. Given the reactants [CH3:1][CH:2]1[N:7]([C:8]2[CH:13]=[CH:12][C:11]([N+:14]([O-])=O)=[C:10]([C:17]([F:20])([F:19])[F:18])[CH:9]=2)[CH2:6][CH2:5][NH:4][C:3]1=[O:21], predict the reaction product.